This data is from Reaction yield outcomes from USPTO patents with 853,638 reactions. The task is: Predict the reaction yield, written as a fraction of the theoretical maximum amount of product (1.0 means a 100% yield; for example, 0.34 means a 34% yield). (1) The reactants are [Cl:1][C:2]1[CH:9]=[CH:8][C:5]([CH2:6]Br)=[CH:4][CH:3]=1.[CH3:10][CH:11]1[CH2:16][NH:15][CH2:14][CH2:13][NH:12]1.C(N(CC)CC)C.C(=O)(O)[O-].[Na+]. The catalyst is CN(C=O)C. The product is [Cl:1][C:2]1[CH:9]=[CH:8][C:5]([CH2:6][N:15]2[CH2:14][CH2:13][NH:12][CH:11]([CH3:10])[CH2:16]2)=[CH:4][CH:3]=1. The yield is 0.590. (2) The reactants are [CH3:1][O:2][CH:3]1[CH2:6][N:5]([C:7]2[CH:8]=[CH:9][C:10]([NH2:13])=[N:11][CH:12]=2)[CH2:4]1.Br[C:15]1[C:16](=[O:23])[N:17]([CH3:22])[CH:18]=[C:19]([Br:21])[CH:20]=1.CC1(C)C2C(=C(P(C3C=CC=CC=3)C3C=CC=CC=3)C=CC=2)OC2C(P(C3C=CC=CC=3)C3C=CC=CC=3)=CC=CC1=2.C([O-])([O-])=O.[Cs+].[Cs+]. The catalyst is C1C=CC(/C=C/C(/C=C/C2C=CC=CC=2)=O)=CC=1.C1C=CC(/C=C/C(/C=C/C2C=CC=CC=2)=O)=CC=1.C1C=CC(/C=C/C(/C=C/C2C=CC=CC=2)=O)=CC=1.[Pd].[Pd].O1CCOCC1. The product is [Br:21][C:19]1[CH:20]=[C:15]([NH:13][C:10]2[CH:9]=[CH:8][C:7]([N:5]3[CH2:6][CH:3]([O:2][CH3:1])[CH2:4]3)=[CH:12][N:11]=2)[C:16](=[O:23])[N:17]([CH3:22])[CH:18]=1. The yield is 0.470. (3) The reactants are [F:1][C:2]1([F:9])[CH2:7][CH2:6][CH:5]([OH:8])[CH2:4][CH2:3]1.C(N(CC)CC)C.[CH3:17][S:18](Cl)(=[O:20])=[O:19]. The catalyst is C(Cl)Cl. The product is [CH3:17][S:18]([O:8][CH:5]1[CH2:6][CH2:7][C:2]([F:9])([F:1])[CH2:3][CH2:4]1)(=[O:20])=[O:19]. The yield is 0.950. (4) The reactants are [C:1]1([C:7]2[CH:15]=[CH:14][C:10]([C:11]([NH2:13])=O)=[CH:9][CH:8]=2)[CH:6]=[CH:5][CH:4]=[CH:3][CH:2]=1.B.Cl.[OH-].[Na+]. The catalyst is C1COCC1. The product is [C:1]1([C:7]2[CH:8]=[CH:9][C:10]([CH2:11][NH2:13])=[CH:14][CH:15]=2)[CH:2]=[CH:3][CH:4]=[CH:5][CH:6]=1. The yield is 0.930. (5) The reactants are [CH3:1][O:2]/[CH:3]=[C:4](\[C:9]1[CH:14]=[CH:13][CH:12]=[CH:11][C:10]=1[CH2:15][O:16][C:17]1[CH:22]=[C:21]([CH3:23])[C:20]([C:24](=O)[CH2:25][O:26][CH3:27])=[CH:19][C:18]=1[CH3:29])/[C:5]([O:7][CH3:8])=[O:6].Cl.[CH3:31][O:32][NH2:33]. The catalyst is CO. The product is [CH3:1][O:2]/[CH:3]=[C:4](\[C:9]1[CH:14]=[CH:13][CH:12]=[CH:11][C:10]=1[CH2:15][O:16][C:17]1[CH:22]=[C:21]([CH3:23])[C:20](/[C:24](=[N:33]/[O:32][CH3:31])/[CH2:25][O:26][CH3:27])=[CH:19][C:18]=1[CH3:29])/[C:5]([O:7][CH3:8])=[O:6]. The yield is 0.500.